This data is from Peptide-MHC class II binding affinity with 134,281 pairs from IEDB. The task is: Regression. Given a peptide amino acid sequence and an MHC pseudo amino acid sequence, predict their binding affinity value. This is MHC class II binding data. (1) The peptide sequence is EKKYFAATQFEPLAV. The binding affinity (normalized) is 0.504. The MHC is HLA-DPA10201-DPB10501 with pseudo-sequence HLA-DPA10201-DPB10501. (2) The peptide sequence is AFKVAATAANAAPAG. The MHC is HLA-DPA10201-DPB11401 with pseudo-sequence HLA-DPA10201-DPB11401. The binding affinity (normalized) is 0.819. (3) The peptide sequence is NLSNVLATITTGVLDI. The MHC is DRB1_1501 with pseudo-sequence DRB1_1501. The binding affinity (normalized) is 0.425. (4) The peptide sequence is TRKIMKVVNRWLFRHHHHHH. The MHC is HLA-DQA10102-DQB10501 with pseudo-sequence HLA-DQA10102-DQB10501. The binding affinity (normalized) is 0. (5) The peptide sequence is EKKYFAATQFEPLMA. The binding affinity (normalized) is 0.665. The MHC is DRB1_0101 with pseudo-sequence DRB1_0101. (6) The peptide sequence is LRKDYIKRQGSTPLA. The MHC is DRB1_1101 with pseudo-sequence DRB1_1101. The binding affinity (normalized) is 0.489. (7) The peptide sequence is MPVDPDNEAYEMPSE. The MHC is DRB1_0301 with pseudo-sequence DRB1_0301. The binding affinity (normalized) is 0.182. (8) The peptide sequence is YDKRLANVSTVLTGK. The MHC is DRB1_0101 with pseudo-sequence DRB1_0101. The binding affinity (normalized) is 0.699. (9) The peptide sequence is KQAYAATVATAPEVK. The MHC is DRB1_0802 with pseudo-sequence DRB1_0802. The binding affinity (normalized) is 0.290.